From a dataset of Catalyst prediction with 721,799 reactions and 888 catalyst types from USPTO. Predict which catalyst facilitates the given reaction. (1) Reactant: [Cl:1][C:2]1[C:7]([N+:8]([O-:10])=[O:9])=[CH:6][CH:5]=[C:4]([O:11]C)[N:3]=1.[OH-].[Na+]. Product: [Cl:1][C:2]1[N:3]=[C:4]([OH:11])[CH:5]=[CH:6][C:7]=1[N+:8]([O-:10])=[O:9]. The catalyst class is: 33. (2) Reactant: CS(C)=O.F[C:6]1[CH:11]=[CH:10][C:9]([N+:12]([O-:14])=[O:13])=[C:8]([CH3:15])[CH:7]=1.C(=O)([O-])[O-].[K+].[K+].[NH:22]1[CH2:27][CH2:26][O:25][CH2:24][CH2:23]1. Product: [CH3:15][C:8]1[CH:7]=[C:6]([N:22]2[CH2:27][CH2:26][O:25][CH2:24][CH2:23]2)[CH:11]=[CH:10][C:9]=1[N+:12]([O-:14])=[O:13]. The catalyst class is: 6. (3) Reactant: [F:1][C:2]([F:39])([F:38])[C:3]1[CH:4]=[C:5]([S:9]([N:12]([C:26]2[CH:31]=[CH:30][CH:29]=[CH:28][C:27]=2/[CH:32]=[CH:33]/[C:34]([O:36][CH3:37])=[O:35])S(C2C=CC=C(C(F)(F)F)C=2)(=O)=O)(=[O:11])=[O:10])[CH:6]=[CH:7][CH:8]=1.[F-].C([N+](CCCC)(CCCC)CCCC)CCC. Product: [F:39][C:2]([F:1])([F:38])[C:3]1[CH:4]=[C:5]([S:9]([NH:12][C:26]2[CH:31]=[CH:30][CH:29]=[CH:28][C:27]=2/[CH:32]=[CH:33]/[C:34]([O:36][CH3:37])=[O:35])(=[O:11])=[O:10])[CH:6]=[CH:7][CH:8]=1. The catalyst class is: 1. (4) Reactant: [CH2:1]([N:5]([CH2:19][CH2:20][OH:21])[C:6](=[O:18])[CH2:7][CH2:8][O:9][CH2:10][CH2:11][C:12]1[CH:17]=[CH:16][CH:15]=[CH:14][CH:13]=1)[CH2:2][CH2:3][CH3:4].CC(OI1(OC(C)=O)(OC(C)=O)OC(=O)C2C=CC=CC1=2)=O. Product: [CH2:1]([N:5]([CH2:19][CH:20]=[O:21])[C:6](=[O:18])[CH2:7][CH2:8][O:9][CH2:10][CH2:11][C:12]1[CH:13]=[CH:14][CH:15]=[CH:16][CH:17]=1)[CH2:2][CH2:3][CH3:4]. The catalyst class is: 4. (5) Reactant: [CH3:1][O:2][C:3](=[O:14])[C:4]1[CH:9]=[CH:8][CH:7]=[C:6]([N+:10]([O-:12])=[O:11])[C:5]=1[CH3:13].COC(OC)N(C)C. Product: [N+:10]([C:6]1[CH:7]=[CH:8][CH:9]=[C:4]2[C:5]=1[CH:13]=[CH:1][O:2][C:3]2=[O:14])([O-:12])=[O:11]. The catalyst class is: 9.